This data is from Catalyst prediction with 721,799 reactions and 888 catalyst types from USPTO. The task is: Predict which catalyst facilitates the given reaction. (1) Reactant: [C:1]([N:5]1[C:9]([NH:10][CH:11]=O)=[C:8]([C:13]#[N:14])[C:7]([C:15]#[N:16])=[N:6]1)([CH3:4])([CH3:3])[CH3:2].[NH3:17]. Product: [NH2:14][C:13]1[N:17]=[CH:11][N:10]=[C:9]2[N:5]([C:1]([CH3:4])([CH3:3])[CH3:2])[N:6]=[C:7]([C:15]#[N:16])[C:8]=12. The catalyst class is: 5. (2) Reactant: Br[C:2]1[CH:7]=[C:6]([Cl:8])[CH:5]=[CH:4][C:3]=1[CH2:9][S:10][CH2:11][C:12]1[CH:17]=[CH:16][C:15]([O:18][CH3:19])=[CH:14][CH:13]=1.C([Li])CCC.CCCCCC.CN(C)[CH:33]=[O:34]. Product: [Cl:8][C:6]1[CH:5]=[CH:4][C:3]([CH2:9][S:10][CH2:11][C:12]2[CH:17]=[CH:16][C:15]([O:18][CH3:19])=[CH:14][CH:13]=2)=[C:2]([CH:7]=1)[CH:33]=[O:34]. The catalyst class is: 7.